From a dataset of Reaction yield outcomes from USPTO patents with 853,638 reactions. Predict the reaction yield, written as a fraction of the theoretical maximum amount of product (1.0 means a 100% yield; for example, 0.34 means a 34% yield). The reactants are [NH:1]1[CH2:9][CH2:8][CH2:7][CH:3]([C:4]([NH2:6])=[O:5])[CH2:2]1.[C:10](O[C:10]([O:12][C:13]([CH3:16])([CH3:15])[CH3:14])=[O:11])([O:12][C:13]([CH3:16])([CH3:15])[CH3:14])=[O:11]. The catalyst is C1COCC1. The product is [C:13]([O:12][C:10]([N:1]1[CH2:9][CH2:8][CH2:7][C@@H:3]([C:4]([NH2:6])=[O:5])[CH2:2]1)=[O:11])([CH3:16])([CH3:15])[CH3:14]. The yield is 0.110.